From a dataset of Full USPTO retrosynthesis dataset with 1.9M reactions from patents (1976-2016). Predict the reactants needed to synthesize the given product. (1) The reactants are: Cl[C:2]1[C:3]([NH2:9])=[N:4][CH:5]=[N:6][C:7]=1Cl.C(OC([N:17]1[CH2:20][C:19]2([CH2:23][CH:22]([NH2:24])[CH2:21]2)[CH2:18]1)=O)(C)(C)C.[O:25]([C:32]1[CH:37]=[CH:36][C:35](B(O)O)=[CH:34][CH:33]=1)[C:26]1[CH:31]=[CH:30][CH:29]=[CH:28][CH:27]=1.[Cl:41][CH2:42][CH2:43][S:44](Cl)(=[O:46])=[O:45]. Given the product [Cl:41][CH2:42][CH2:43][S:44]([N:17]1[CH2:18][C:19]2([CH2:21][CH:22]([NH:24][C:7]3[C:2]([C:29]4[CH:30]=[CH:31][C:26]([O:25][C:32]5[CH:37]=[CH:36][CH:35]=[CH:34][CH:33]=5)=[CH:27][CH:28]=4)=[C:3]([NH2:9])[N:4]=[CH:5][N:6]=3)[CH2:23]2)[CH2:20]1)(=[O:46])=[O:45], predict the reactants needed to synthesize it. (2) Given the product [OH:1][C:2]1[C:7]2[CH:8]=[C:9]([C:11]([O:13][CH3:14])=[O:12])[O:10][C:6]=2[CH:5]=[CH:4][CH:3]=1, predict the reactants needed to synthesize it. The reactants are: [O:1]=[C:2]1[C:7]2[CH:8]=[C:9]([C:11]([O:13][CH3:14])=[O:12])[O:10][C:6]=2[CH2:5][CH2:4][CH2:3]1.BrN1C(=O)CCC1=O.N(C(C)(C)C#N)=NC(C)(C)C#N. (3) Given the product [CH3:30][O:29][CH2:28][C@H:27]([CH3:31])[CH2:26][O:25][CH2:24][C:21]1[CH:20]=[CH:19][C:18]([C@@H:16]2[C@@H:15]([O:32][CH2:33][C:34]3[CH:35]=[CH:36][C:37]4[O:42][CH2:41][CH2:40][N:39]([CH2:43][CH2:44][CH2:45][O:46][CH3:47])[C:38]=4[CH:48]=3)[CH2:14][N:13]([S:49]([C:52]3[CH:53]=[CH:54][C:55]([CH3:58])=[CH:56][CH:57]=3)(=[O:50])=[O:51])[C@@H:12]([CH2:11][C:10]([NH:9][NH2:8])=[O:59])[CH2:17]2)=[CH:23][CH:22]=1, predict the reactants needed to synthesize it. The reactants are: C(OC([NH:8][NH:9][C:10](=[O:59])[CH2:11][C@H:12]1[CH2:17][C@H:16]([C:18]2[CH:23]=[CH:22][C:21]([CH2:24][O:25][CH2:26][C@@H:27]([CH3:31])[CH2:28][O:29][CH3:30])=[CH:20][CH:19]=2)[C@@H:15]([O:32][CH2:33][C:34]2[CH:35]=[CH:36][C:37]3[O:42][CH2:41][CH2:40][N:39]([CH2:43][CH2:44][CH2:45][O:46][CH3:47])[C:38]=3[CH:48]=2)[CH2:14][N:13]1[S:49]([C:52]1[CH:57]=[CH:56][C:55]([CH3:58])=[CH:54][CH:53]=1)(=[O:51])=[O:50])=O)(C)(C)C.FC(F)(F)C(O)=O.C([O-])(O)=O.[Na+]. (4) Given the product [CH:19]1([C:17]([NH:16][C:14]2[N:15]=[C:10]3[CH:9]=[CH:8][C:7]([O:6][C:5]4[CH:22]=[CH:23][C:2]([NH:1][C:38]([C:35]5([C:33]([NH:32][C:29]6[CH:30]=[CH:31][C:26]([F:25])=[CH:27][C:28]=6[CH3:41])=[O:34])[CH2:37][CH2:36]5)=[O:39])=[CH:3][C:4]=4[F:24])=[CH:12][N:11]3[CH:13]=2)=[O:18])[CH2:21][CH2:20]1, predict the reactants needed to synthesize it. The reactants are: [NH2:1][C:2]1[CH:23]=[CH:22][C:5]([O:6][C:7]2[CH:8]=[CH:9][C:10]3[N:11]([CH:13]=[C:14]([NH:16][C:17]([CH:19]4[CH2:21][CH2:20]4)=[O:18])[N:15]=3)[CH:12]=2)=[C:4]([F:24])[CH:3]=1.[F:25][C:26]1[CH:31]=[CH:30][C:29]([NH:32][C:33]([C:35]2([C:38](O)=[O:39])[CH2:37][CH2:36]2)=[O:34])=[C:28]([CH3:41])[CH:27]=1.CN(C(ON1N=NC2C=CC=NC1=2)=[N+](C)C)C.F[P-](F)(F)(F)(F)F.C(N(CC)C(C)C)(C)C. (5) Given the product [NH2:1][C:2]1[C:3]([C:8]([OH:10])=[O:9])=[N:4][CH:5]=[CH:6][N:7]=1, predict the reactants needed to synthesize it. The reactants are: [NH2:1][C:2]1[C:3]([C:8]([O:10]C)=[O:9])=[N:4][CH:5]=[CH:6][N:7]=1.[OH-].[Na+].